From a dataset of Full USPTO retrosynthesis dataset with 1.9M reactions from patents (1976-2016). Predict the reactants needed to synthesize the given product. Given the product [F:13][C:14]1[CH:15]=[C:16]([C:44]2[CH:49]=[CH:48][CH:47]=[CH:46][C:45]=2[C:50]2[NH:3][C:4](=[O:7])[O:5][N:51]=2)[CH:17]=[CH:18][C:19]=1[CH2:20][C:21]1[C:22](=[O:43])[N:23]([C:33]2[CH:38]=[CH:37][C:36]([O:39][CH:40]([CH3:42])[CH3:41])=[CH:35][CH:34]=2)[C:24]2[N:25]([N:30]=[CH:31][N:32]=2)[C:26]=1[CH2:27][CH2:28][CH3:29], predict the reactants needed to synthesize it. The reactants are: [Cl-].O[NH3+:3].[C:4](=[O:7])([O-])[OH:5].[Na+].CS(C)=O.[F:13][C:14]1[CH:15]=[C:16]([C:44]2[C:45]([C:50]#[N:51])=[CH:46][CH:47]=[CH:48][CH:49]=2)[CH:17]=[CH:18][C:19]=1[CH2:20][C:21]1[C:22](=[O:43])[N:23]([C:33]2[CH:38]=[CH:37][C:36]([O:39][CH:40]([CH3:42])[CH3:41])=[CH:35][CH:34]=2)[C:24]2[N:25]([N:30]=[CH:31][N:32]=2)[C:26]=1[CH2:27][CH2:28][CH3:29].